From a dataset of Catalyst prediction with 721,799 reactions and 888 catalyst types from USPTO. Predict which catalyst facilitates the given reaction. (1) Reactant: [F:1][C:2]1[CH:3]=[C:4]2[C:8](=[CH:9][CH:10]=1)[NH:7][C:6](=[O:11])[CH2:5]2.[Cl:12][C:13]1[CH:18]=[CH:17][C:16]([S:19]([C:22]2[C:23]([CH2:30][CH2:31][C:32]([OH:34])=[O:33])=[C:24]([CH:28]=O)[NH:25][C:26]=2[CH3:27])(=[O:21])=[O:20])=[CH:15][CH:14]=1.N1CCCCC1. Product: [Cl:12][C:13]1[CH:14]=[CH:15][C:16]([S:19]([C:22]2[C:23]([CH2:30][CH2:31][C:32]([OH:34])=[O:33])=[C:24](/[CH:28]=[C:5]3\[C:6](=[O:11])[NH:7][C:8]4[C:4]\3=[CH:3][C:2]([F:1])=[CH:10][CH:9]=4)[NH:25][C:26]=2[CH3:27])(=[O:20])=[O:21])=[CH:17][CH:18]=1. The catalyst class is: 8. (2) Reactant: [CH3:1][C:2](=[CH:4][CH2:5][CH2:6][C@@H:7]([CH3:13])CCCCC)[CH3:3].C[C:15]([CH3:17])=[O:16].[OH:18]S(O)(=O)=O.O=[Cr](=O)=O.O.[O-]S([O-])(=O)=O.[Na+].[Na+]. Product: [CH3:1][C@@H:2]([CH2:4][CH2:5][CH2:6][CH2:7][CH3:13])[CH2:3][CH2:17][C:15]([OH:18])=[O:16]. The catalyst class is: 21. (3) Product: [CH3:5][NH:6][CH2:8][C:9]1[C:17]2[O:16][N:15]=[C:14]([CH2:18][CH2:19][CH:20]3[CH2:21][CH2:22][N:23]([CH2:26][CH2:27][N:28]4[CH:32]=[CH:31][CH:30]=[N:29]4)[CH2:24][CH2:25]3)[C:13]=2[CH:12]=[CH:11][C:10]=1[O:33][CH2:34][CH:35]1[CH2:36][CH2:37]1. Reactant: COC1C=C(OC)C=CC=1[CH2:5][N:6]([CH2:8][C:9]1[C:17]2[O:16][N:15]=[C:14]([CH2:18][CH2:19][CH:20]3[CH2:25][CH2:24][N:23]([CH2:26][CH2:27][N:28]4[CH:32]=[CH:31][CH:30]=[N:29]4)[CH2:22][CH2:21]3)[C:13]=2[CH:12]=[CH:11][C:10]=1[O:33][CH2:34][CH:35]1[CH2:37][CH2:36]1)C.FC(F)(F)C(OC(=O)C(F)(F)F)=O.C(=O)(O)[O-].[Na+]. The catalyst class is: 366. (4) Reactant: [NH2:1][C:2]1[C:3]([N+:21]([O-])=O)=[C:4]([N:8]2[CH2:13][CH2:12][N:11]([C:14]([O:16][C:17]([CH3:20])([CH3:19])[CH3:18])=[O:15])[CH2:10][CH2:9]2)[CH:5]=[CH:6][CH:7]=1.[C:24]([NH:34][CH2:35][C:36](O)=O)([O:26][CH2:27][C:28]1[CH:33]=[CH:32][CH:31]=[CH:30][CH:29]=1)=[O:25].CCN(C(C)C)C(C)C.C1N(P(Cl)(N2C(=O)OCC2)=O)C(=O)OC1. Product: [C:28]1([CH2:27][O:26][C:24]([NH:34][CH2:35][C:36]2[NH:1][C:2]3[CH:7]=[CH:6][CH:5]=[C:4]([N:8]4[CH2:13][CH2:12][N:11]([C:14]([O:16][C:17]([CH3:20])([CH3:19])[CH3:18])=[O:15])[CH2:10][CH2:9]4)[C:3]=3[N:21]=2)=[O:25])[CH:33]=[CH:32][CH:31]=[CH:30][CH:29]=1. The catalyst class is: 8. (5) Reactant: Br[C:2]1[C:3]([C:8]2[CH:13]=[CH:12][C:11]([C:14]#[C:15][C:16]3[CH:21]=[CH:20][CH:19]=[C:18]([CH3:22])[N:17]=3)=[CH:10][CH:9]=2)=[N:4][N:5]([CH3:7])[CH:6]=1.CC1(C)C(C)(C)OB([C:31]2[CH:32]=[N:33][NH:34][CH:35]=2)O1.C([O-])(O)=O.[Na+].C([O-])([O-])=O.[K+].[K+]. Product: [CH3:22][C:18]1[CH:19]=[CH:20][CH:21]=[C:16]([C:15]#[C:14][C:11]2[CH:12]=[CH:13][C:8]([C:3]3[C:2]([C:31]4[CH:32]=[N:33][NH:34][CH:35]=4)=[CH:6][N:5]([CH3:7])[N:4]=3)=[CH:9][CH:10]=2)[N:17]=1. The catalyst class is: 77. (6) Reactant: [O:1]1[C:6]2[CH:7]=[CH:8][CH:9]=[CH:10][C:5]=2[NH:4][CH2:3][CH2:2]1.[OH:11][C:12]1[CH:20]=[CH:19][C:15]([C:16](Cl)=[O:17])=[CH:14][C:13]=1[N+:21]([O-:23])=[O:22]. Product: [O:1]1[C:6]2[CH:7]=[CH:8][CH:9]=[CH:10][C:5]=2[N:4]([C:16]([C:15]2[CH:19]=[CH:20][C:12]([OH:11])=[C:13]([N+:21]([O-:23])=[O:22])[CH:14]=2)=[O:17])[CH2:3][CH2:2]1. The catalyst class is: 13.